Dataset: Forward reaction prediction with 1.9M reactions from USPTO patents (1976-2016). Task: Predict the product of the given reaction. (1) Given the reactants I[C:2]1[CH:7]=[CH:6][C:5]([C:8]2[C:12]([NH:13][C:14](=[O:25])[O:15][CH:16]([C:18]3[CH:23]=[CH:22][CH:21]=[CH:20][C:19]=3[Cl:24])[CH3:17])=[CH:11][O:10][N:9]=2)=[CH:4][CH:3]=1.[C:26]([O:32][CH2:33]C)(=[O:31])[CH2:27][CH2:28][CH:29]=[CH2:30].C1(C)C=CC=CC=1P(C1C=CC=CC=1C)C1C=CC=CC=1C.Cl, predict the reaction product. The product is: [Cl:24][C:19]1[CH:20]=[CH:21][CH:22]=[CH:23][C:18]=1[CH:16]([O:15][C:14]([NH:13][C:12]1[C:8]([C:5]2[CH:6]=[CH:7][C:2]([CH:30]=[CH:29][CH2:28][CH2:27][C:26]([O:32][CH3:33])=[O:31])=[CH:3][CH:4]=2)=[N:9][O:10][CH:11]=1)=[O:25])[CH3:17]. (2) Given the reactants C[O:2][C:3](=[O:31])[CH2:4][CH2:5][C:6]1[CH:11]=[CH:10][C:9]([NH:12][CH2:13][C:14]2[S:18][C:17]([C:19]3[CH:24]=[CH:23][C:22]([C:25]([F:28])([F:27])[F:26])=[CH:21][CH:20]=3)=[N:16][C:15]=2[CH3:29])=[CH:8][C:7]=1[CH3:30].[OH-].[Na+:33], predict the reaction product. The product is: [Na+:33].[CH3:30][C:7]1[CH:8]=[C:9]([NH:12][CH2:13][C:14]2[S:18][C:17]([C:19]3[CH:24]=[CH:23][C:22]([C:25]([F:28])([F:26])[F:27])=[CH:21][CH:20]=3)=[N:16][C:15]=2[CH3:29])[CH:10]=[CH:11][C:6]=1[CH2:5][CH2:4][C:3]([O-:31])=[O:2]. (3) Given the reactants [F:1][C:2]1[CH:3]=[C:4]([CH:35]=[CH:36][C:37]=1[F:38])[CH2:5][NH:6][C:7]([C:9]1[C:17]2[C:12](=[CH:13][C:14]([O:18][CH:19]([CH3:21])[CH3:20])=[CH:15][CH:16]=2)[N:11]([CH2:22][C:23]2[CH:28]=[CH:27][CH:26]=[CH:25][N:24]=2)[C:10]=1[C:29]([O:31]C(C)C)=[O:30])=[O:8].[OH-].[Na+], predict the reaction product. The product is: [F:1][C:2]1[CH:3]=[C:4]([CH:35]=[CH:36][C:37]=1[F:38])[CH2:5][NH:6][C:7]([C:9]1[C:17]2[C:12](=[CH:13][C:14]([O:18][CH:19]([CH3:21])[CH3:20])=[CH:15][CH:16]=2)[N:11]([CH2:22][C:23]2[CH:28]=[CH:27][CH:26]=[CH:25][N:24]=2)[C:10]=1[C:29]([OH:31])=[O:30])=[O:8]. (4) The product is: [CH3:10][C:9]([OH:48])([C:11]1[CH:12]=[CH:13][CH:14]=[CH:15][C:16]=1[CH2:17][CH2:18][C@@H:19]([S:39][CH2:40][C:41]1([CH2:44][C:45]([OH:47])=[O:46])[CH2:42][CH2:43]1)[C:20]1[CH:21]=[CH:22][CH:23]=[C:24](/[CH:26]=[CH:27]/[C:28]2[CH:29]=[CH:30][C:31]3[CH:32]=[CH:33][C:34]([Cl:38])=[CH:35][C:36]=3[N:37]=2)[CH:25]=1)[CH3:8].[CH:1]1([NH2:7])[CH2:6][CH2:5][CH2:4][CH2:3][CH2:2]1. Given the reactants [CH:1]1([NH2:7])[CH2:6][CH2:5][CH2:4][CH2:3][CH2:2]1.[CH3:8][C:9]([OH:48])([C:11]1[CH:12]=[CH:13][CH:14]=[CH:15][C:16]=1[CH2:17][CH2:18][C@@H:19]([S:39][CH2:40][C:41]1([CH2:44][C:45]([OH:47])=[O:46])[CH2:43][CH2:42]1)[C:20]1[CH:21]=[CH:22][CH:23]=[C:24](/[CH:26]=[CH:27]/[C:28]2[CH:29]=[CH:30][C:31]3[CH:32]=[CH:33][C:34]([Cl:38])=[CH:35][C:36]=3[N:37]=2)[CH:25]=1)[CH3:10], predict the reaction product. (5) Given the reactants [F:1][CH:2]([F:20])[CH2:3][NH:4][C:5]([C:7]1[C:11]2[CH:12]=[C:13]([CH:18]=[O:19])[C:14](F)=[C:15]([F:16])[C:10]=2[O:9][N:8]=1)=[O:6].C(=O)([O-])[O-].[K+].[K+].[CH3:27][C@H:28]1[O:33][C@H:32]([CH3:34])[CH2:31][NH:30][CH2:29]1, predict the reaction product. The product is: [F:1][CH:2]([F:20])[CH2:3][NH:4][C:5]([C:7]1[C:11]2[CH:12]=[C:13]([CH:18]=[O:19])[C:14]([N:30]3[CH2:29][C@@H:28]([CH3:27])[O:33][C@H:32]([CH3:34])[CH2:31]3)=[C:15]([F:16])[C:10]=2[O:9][N:8]=1)=[O:6]. (6) Given the reactants [C:1](Cl)(=[O:4])[CH2:2][CH3:3].[CH3:6][O:7][C:8](=[O:40])[CH2:9][C@H:10]1[C:14]2[CH:15]=[CH:16][C:17]([O:19][C@H:20]3[C:28]4[C:23](=[C:24]([CH2:33][N:34]5[CH2:39][CH2:38][NH:37][CH2:36][CH2:35]5)[C:25]([C:29]([F:32])([F:31])[F:30])=[CH:26][CH:27]=4)[CH2:22][CH2:21]3)=[CH:18][C:13]=2[O:12][CH2:11]1, predict the reaction product. The product is: [CH3:6][O:7][C:8](=[O:40])[CH2:9][C@H:10]1[C:14]2[CH:15]=[CH:16][C:17]([O:19][C@H:20]3[C:28]4[C:23](=[C:24]([CH2:33][N:34]5[CH2:35][CH2:36][N:37]([C:1](=[O:4])[CH2:2][CH3:3])[CH2:38][CH2:39]5)[C:25]([C:29]([F:30])([F:31])[F:32])=[CH:26][CH:27]=4)[CH2:22][CH2:21]3)=[CH:18][C:13]=2[O:12][CH2:11]1.